The task is: Predict the reactants needed to synthesize the given product.. This data is from Full USPTO retrosynthesis dataset with 1.9M reactions from patents (1976-2016). (1) Given the product [C:18]([O:42][CH:43]1[CH2:44][C:45]([CH3:53])([CH3:52])[N:46]([O:51][CH2:69][CH2:68][OH:70])[C:47]([CH3:50])([CH3:49])[CH2:48]1)(=[O:41])[CH2:19][CH2:20][CH2:21][CH2:22][CH2:23][CH2:24][CH2:25][CH2:26][C:27]([O:29][CH:30]1[CH2:31][C:32]([CH3:39])([CH3:40])[N:33]([O:38][CH2:15][CH2:16][OH:17])[C:34]([CH3:36])([CH3:37])[CH2:35]1)=[O:28], predict the reactants needed to synthesize it. The reactants are: C([SnH](CCCC)CCCC)CCC.I[CH2:15][CH2:16][OH:17].[C:18]([O:42][CH:43]1[CH2:48][C:47]([CH3:50])([CH3:49])[N:46]([OH:51])[C:45]([CH3:53])([CH3:52])[CH2:44]1)(=[O:41])[CH2:19][CH2:20][CH2:21][CH2:22][CH2:23][CH2:24][CH2:25][CH2:26][C:27]([O:29][CH:30]1[CH2:35][C:34]([CH3:37])([CH3:36])[N:33]([OH:38])[C:32]([CH3:40])([CH3:39])[CH2:31]1)=[O:28].CCCCCCC.CCCCCCC.[C:68](OCC)(=[O:70])[CH3:69]. (2) Given the product [CH3:15][C:16]1[O:17][C:18]2[CH:24]=[CH:23][C:22]([NH:25][C:9]([NH:8][CH2:7][C:6]3[CH:11]=[CH:12][C:3]([C:2]([F:13])([F:14])[F:1])=[CH:4][CH:5]=3)=[O:10])=[CH:21][C:19]=2[N:20]=1, predict the reactants needed to synthesize it. The reactants are: [F:1][C:2]([F:14])([F:13])[C:3]1[CH:12]=[CH:11][C:6]([CH2:7][N:8]=[C:9]=[O:10])=[CH:5][CH:4]=1.[CH3:15][C:16]1[O:17][C:18]2[CH:24]=[CH:23][C:22]([NH2:25])=[CH:21][C:19]=2[N:20]=1. (3) Given the product [NH:1]1[C:8]2[N:4]([N:5]=[CH:6][C:7]=2[N:9]([C:51]([NH:60][C:61](=[O:67])[O:62][C:63]([CH3:66])([CH3:65])[CH3:64])=[N:52][C:53](=[O:59])[O:54][C:55]([CH3:58])([CH3:57])[CH3:56])[CH2:10][CH2:11][NH:12][C:13]([C:26]2[CH:27]=[CH:28][CH:29]=[CH:30][CH:31]=2)([C:14]2[CH:19]=[CH:18][CH:17]=[CH:16][CH:15]=2)[C:20]2[CH:21]=[CH:22][CH:23]=[CH:24][CH:25]=2)[CH2:3][CH2:2]1, predict the reactants needed to synthesize it. The reactants are: [NH:1]1[C:8]2[N:4]([N:5]=[CH:6][C:7]=2[NH:9][C:10](=O)[CH2:11][NH:12][C:13]([C:26]2[CH:31]=[CH:30][CH:29]=[CH:28][CH:27]=2)([C:20]2[CH:25]=[CH:24][CH:23]=[CH:22][CH:21]=2)[C:14]2[CH:19]=[CH:18][CH:17]=[CH:16][CH:15]=2)[CH2:3][CH2:2]1.[H-].C([Al+]CC(C)C)C(C)C.[F-].[Na+].FC(F)(F)S(N=[C:51]([NH:60][C:61](=[O:67])[O:62][C:63]([CH3:66])([CH3:65])[CH3:64])[NH:52][C:53](=[O:59])[O:54][C:55]([CH3:58])([CH3:57])[CH3:56])(=O)=O. (4) Given the product [CH2:1]([C:3]1[S:7][C:6]([C:8]2[CH:13]=[CH:12][CH:11]=[CH:10][N:9]=2)=[N:5][C:4]=1[O:14][S:19]([C:18]([F:37])([F:36])[F:17])(=[O:21])=[O:20])[CH3:2], predict the reactants needed to synthesize it. The reactants are: [CH2:1]([C:3]1[S:7][C:6]([C:8]2[CH:13]=[CH:12][CH:11]=[CH:10][N:9]=2)=[N:5][C:4]=1[OH:14])[CH3:2].[H-].[Na+].[F:17][C:18]([F:37])([F:36])[S:19](N([S:19]([C:18]([F:37])([F:36])[F:17])(=[O:21])=[O:20])C1C=CC=CC=1)(=[O:21])=[O:20]. (5) Given the product [Br:35][C:36]1[C:37]([N:46]2[CH2:51][CH2:50][N:49]([CH:52]([C:54]3[CH:59]=[CH:58][CH:57]=[CH:56][N:55]=3)[CH3:53])[CH2:48][CH2:47]2)=[C:38]2[N:43]=[C:76]([C:73]3[CH:74]=[CH:75][C:70]([O:69][CH3:68])=[CH:71][CH:72]=3)[NH:42][C:39]2=[N:40][CH:41]=1, predict the reactants needed to synthesize it. The reactants are: BrC1C(N2CCN(C(NC3C=CC=CC=3)=O)CC2)=C2N=C(C3C=CC(N(C)C)=CC=3)NC2=NC=1.[Br:35][C:36]1[C:37]([N:46]2[CH2:51][CH2:50][N:49]([CH:52]([C:54]3[CH:59]=[CH:58][CH:57]=[CH:56][N:55]=3)[CH3:53])[CH2:48][CH2:47]2)=[C:38]([N+:43]([O-])=O)[C:39]([NH2:42])=[N:40][CH:41]=1.[O-]S(S([O-])=O)=O.[Na+].[Na+].[CH3:68][O:69][C:70]1[CH:75]=[CH:74][C:73]([CH:76]=O)=[CH:72][CH:71]=1. (6) Given the product [C:1]([N:4]1[C:13]2[C:8](=[CH:9][C:10]([NH:14][C:29](=[O:30])[C:28]3[CH:27]=[C:26]([O:25][CH3:24])[C:34]([O:35][CH3:36])=[C:33]([O:37][CH3:38])[CH:32]=3)=[CH:11][CH:12]=2)[C:7]([C:16]2[CH:21]=[CH:20][CH:19]=[CH:18][CH:17]=2)([CH3:15])[CH2:6][C:5]1([CH3:23])[CH3:22])(=[O:3])[CH3:2], predict the reactants needed to synthesize it. The reactants are: [C:1]([N:4]1[C:13]2[C:8](=[CH:9][C:10]([NH2:14])=[CH:11][CH:12]=2)[C:7]([C:16]2[CH:21]=[CH:20][CH:19]=[CH:18][CH:17]=2)([CH3:15])[CH2:6][C:5]1([CH3:23])[CH3:22])(=[O:3])[CH3:2].[CH3:24][O:25][C:26]1[CH:27]=[C:28]([CH:32]=[C:33]([O:37][CH3:38])[C:34]=1[O:35][CH3:36])[C:29](Cl)=[O:30].C(N(CC)C(C)C)(C)C. (7) Given the product [CH2:1]([O:3][C:4](=[O:16])[CH2:5][CH2:6][C:7]1[CH:8]=[C:9]2[N:14]([C:15]=1[CH2:19][C:20]([O:22][CH2:23][CH3:24])=[O:21])[CH:13]=[CH:12][CH:11]=[CH:10]2)[CH3:2], predict the reactants needed to synthesize it. The reactants are: [CH2:1]([O:3][C:4](=[O:16])[CH2:5][CH2:6][C:7]1[CH:8]=[C:9]2[N:14]([CH:15]=1)[CH:13]=[CH:12][CH:11]=[CH:10]2)[CH3:2].[N+](=[CH:19][C:20]([O:22][CH2:23][CH3:24])=[O:21])=[N-].